Dataset: Full USPTO retrosynthesis dataset with 1.9M reactions from patents (1976-2016). Task: Predict the reactants needed to synthesize the given product. Given the product [Cl:1][C:2]1[C:7]([F:8])=[C:6]([S:13]([Cl:12])(=[O:15])=[O:14])[C:5]([F:9])=[C:4]([Cl:10])[C:3]=1[F:11], predict the reactants needed to synthesize it. The reactants are: [Cl:1][C:2]1[C:7]([F:8])=[CH:6][C:5]([F:9])=[C:4]([Cl:10])[C:3]=1[F:11].[Cl:12][S:13](O)(=[O:15])=[O:14].